The task is: Regression. Given a peptide amino acid sequence and an MHC pseudo amino acid sequence, predict their binding affinity value. This is MHC class I binding data.. This data is from Peptide-MHC class I binding affinity with 185,985 pairs from IEDB/IMGT. (1) The peptide sequence is TPKAQREIF. The MHC is HLA-A24:02 with pseudo-sequence HLA-A24:02. The binding affinity (normalized) is 0.117. (2) The peptide sequence is FMKSRVYSI. The MHC is HLA-B48:01 with pseudo-sequence HLA-B48:01. The binding affinity (normalized) is 0.0847. (3) The peptide sequence is LLEMKYALI. The MHC is HLA-A02:03 with pseudo-sequence HLA-A02:03. The binding affinity (normalized) is 0.546. (4) The peptide sequence is FMKVKFEAL. The MHC is HLA-B15:01 with pseudo-sequence HLA-B15:01. The binding affinity (normalized) is 0.526. (5) The peptide sequence is KGLGVNPTL. The MHC is Mamu-B52 with pseudo-sequence Mamu-B52. The binding affinity (normalized) is 0.947. (6) The peptide sequence is SDYLELDTI. The MHC is HLA-B58:01 with pseudo-sequence HLA-B58:01. The binding affinity (normalized) is 0. (7) The peptide sequence is PLFKRGWRL. The MHC is HLA-B27:03 with pseudo-sequence HLA-B27:03. The binding affinity (normalized) is 0.0847.